Predict the product of the given reaction. From a dataset of Forward reaction prediction with 1.9M reactions from USPTO patents (1976-2016). Given the reactants [O:1]1[CH:5]=[CH:4][C:3]([CH:6]([C:8]2[N:16](S(C3C=CC=CC=3)(=O)=O)[C:11]3=[CH:12][N:13]=[CH:14][CH:15]=[C:10]3[CH:9]=2)[OH:7])=[CH:2]1.[OH-].[Na+], predict the reaction product. The product is: [O:1]1[CH:5]=[CH:4][C:3]([CH:6]([C:8]2[NH:16][C:11]3=[CH:12][N:13]=[CH:14][CH:15]=[C:10]3[CH:9]=2)[OH:7])=[CH:2]1.